From a dataset of Catalyst prediction with 721,799 reactions and 888 catalyst types from USPTO. Predict which catalyst facilitates the given reaction. (1) Reactant: [C:1]1([C:7]2[C:11]([C:12]#[C:13][C:14]3[CH:19]=[CH:18][CH:17]=[CH:16][CH:15]=3)=[C:10]([NH:20]C(=O)C)[NH:9][N:8]=2)[CH:6]=[CH:5][CH:4]=[CH:3][CH:2]=1.C(O)C.[OH-].[Na+]. Product: [C:1]1([C:7]2[C:11]([C:12]#[C:13][C:14]3[CH:15]=[CH:16][CH:17]=[CH:18][CH:19]=3)=[C:10]([NH2:20])[NH:9][N:8]=2)[CH:2]=[CH:3][CH:4]=[CH:5][CH:6]=1. The catalyst class is: 84. (2) Reactant: [NH:1]1[C:6]2[S:7][C:8]3[CH2:13][CH2:12][CH2:11][CH2:10][C:9]=3[C:5]=2[C:4](=[O:14])[O:3][C:2]1=[O:15].[C:16](=O)([O-])[O-].[K+].[K+].CN(C=O)C.CI. Product: [CH3:16][N:1]1[C:6]2[S:7][C:8]3[CH2:13][CH2:12][CH2:11][CH2:10][C:9]=3[C:5]=2[C:4](=[O:14])[O:3][C:2]1=[O:15]. The catalyst class is: 6. (3) The catalyst class is: 33. Reactant: [Cl:1][C:2]1[C:7]2[CH:8]=[C:9]([CH3:12])[N:10]([CH3:11])[C:6]=2[C:5]([C:13]([O:15]C)=[O:14])=[CH:4][N:3]=1. Product: [ClH:1].[Cl:1][C:2]1[C:7]2[CH:8]=[C:9]([CH3:12])[N:10]([CH3:11])[C:6]=2[C:5]([C:13]([OH:15])=[O:14])=[CH:4][N:3]=1. (4) Reactant: [OH:1][C:2]1([C:14]2[CH:19]=[CH:18][C:17](OS(OC(F)(F)F)=O)=[CH:16][CH:15]=2)[CH2:6][CH2:5][CH2:4][CH:3]1[NH:7][S:8]([CH:11]([CH3:13])[CH3:12])(=[O:10])=[O:9].[F:28][C:29]1[CH:30]=[C:31](B(O)O)[CH:32]=[C:33]([F:35])[CH:34]=1.C(=O)([O-])[O-].[Na+].[Na+].O. The catalyst class is: 12. Product: [F:28][C:29]1[CH:30]=[C:31]([C:17]2[CH:16]=[CH:15][C:14]([C:2]3([OH:1])[CH2:6][CH2:5][CH2:4][CH:3]3[NH:7][S:8]([CH:11]([CH3:12])[CH3:13])(=[O:10])=[O:9])=[CH:19][CH:18]=2)[CH:32]=[C:33]([F:35])[CH:34]=1. (5) Reactant: Cl[C:2]1[CH:15]=[CH:14][C:5]([C:6]([NH:8][CH2:9][CH2:10][CH2:11][O:12][CH3:13])=[O:7])=[CH:4][N:3]=1.[NH2:16][NH2:17].C1(C)C=CC=CC=1. Product: [NH:16]([C:2]1[CH:15]=[CH:14][C:5]([C:6]([NH:8][CH2:9][CH2:10][CH2:11][O:12][CH3:13])=[O:7])=[CH:4][N:3]=1)[NH2:17]. The catalyst class is: 32.